Dataset: Catalyst prediction with 721,799 reactions and 888 catalyst types from USPTO. Task: Predict which catalyst facilitates the given reaction. (1) Reactant: [F:1][C:2]1[CH:7]=[CH:6][C:5]([Mg]Br)=[CH:4][CH:3]=1.[N:10]12[CH2:17][CH2:16][C:13]([C:18]([O:20]CC)=O)([CH2:14][CH2:15]1)[CH2:12][CH2:11]2. Product: [N:10]12[CH2:11][CH2:12][C:13]([C:18]([C:5]3[CH:6]=[CH:7][C:2]([F:1])=[CH:3][CH:4]=3)([C:5]3[CH:6]=[CH:7][C:2]([F:1])=[CH:3][CH:4]=3)[OH:20])([CH2:14][CH2:15]1)[CH2:16][CH2:17]2. The catalyst class is: 1. (2) Reactant: C([N:8]1[CH:12]=[C:11]([CH2:13][C@H:14]([NH:25][C:26]([O:28][CH3:29])=[O:27])[C:15]([O:17]CC2C=CC=CC=2)=[O:16])[N:10]=[N:9]1)C1C=CC=CC=1. Product: [CH3:29][O:28][C:26]([NH:25][C@@H:14]([CH2:13][C:11]1[N:10]=[N:9][NH:8][CH:12]=1)[C:15]([OH:17])=[O:16])=[O:27]. The catalyst class is: 19. (3) Reactant: Br[CH2:2][C:3]1[CH:4]=[C:5]([CH:22]=[CH:23][C:24]=1[F:25])[C:6]([NH:8][C:9]1[C:13]2[CH:14]=[CH:15][C:16]([Cl:18])=[CH:17][C:12]=2[O:11][C:10]=1[C:19]([NH2:21])=[O:20])=[O:7].[NH:26]1[CH2:31][CH2:30][O:29][CH2:28][CH2:27]1.CN1CCOCC1.C(C1C=CC=CC=1C=C)=C. Product: [Cl:18][C:16]1[CH:15]=[CH:14][C:13]2[C:9]([NH:8][C:6](=[O:7])[C:5]3[CH:22]=[CH:23][C:24]([F:25])=[C:3]([CH2:2][N:26]4[CH2:31][CH2:30][O:29][CH2:28][CH2:27]4)[CH:4]=3)=[C:10]([C:19]([NH2:21])=[O:20])[O:11][C:12]=2[CH:17]=1. The catalyst class is: 60. (4) Reactant: [CH:1]([O:4][C:5]([N:7]1[C:16]2[C:11](=[N:12][C:13]([NH:18][CH2:19][C:20]3[CH:25]=[CH:24][CH:23]=[CH:22][CH:21]=3)=[C:14]([CH3:17])[CH:15]=2)[C@H:10](N(CC2C=C(C(F)(F)F)C=C(C(F)(F)F)C=2)C#N)[CH2:9][C@@H:8]1[CH2:44][CH3:45])=[O:6])([CH3:3])[CH3:2].[N-]=[N+]=[N-].[Na+].Cl.C(N(CC)CC)C.C1(P(C2C=CC=CC=2)C2C=CC=CC=2)C=CC=CC=1.CO.CC(OC(/N=N/C(OC(C)C)=O)=O)C. Product: [CH:1]([O:4][C:5]([N:7]1[C:16]2[C:11](=[N:12][C:13]([NH:18][CH2:19][C:20]3[CH:25]=[CH:24][CH:23]=[CH:22][CH:21]=3)=[C:14]([CH3:17])[CH:15]=2)[CH2:10][CH2:9][CH:8]1[CH2:44][CH3:45])=[O:6])([CH3:3])[CH3:2]. The catalyst class is: 133. (5) The catalyst class is: 17. Reactant: [NH2:1][C:2]1[CH:7]=[CH:6][C:5]([N:8]2[C:14](=[O:15])[CH2:13][C:12](=[O:16])[NH:11][C:10]3[C:17]4[CH2:18][CH2:19][CH2:20][CH2:21][C:22]=4[CH:23]=[CH:24][C:9]2=3)=[CH:4][CH:3]=1.[N+:25]([C:28]1[CH:33]=[CH:32][CH:31]=[CH:30][C:29]=1[S:34](Cl)(=[O:36])=[O:35])([O-:27])=[O:26]. Product: [O:16]=[C:12]1[NH:11][C:10]2[C:17]3[CH2:18][CH2:19][CH2:20][CH2:21][C:22]=3[CH:23]=[CH:24][C:9]=2[N:8]([C:5]2[CH:4]=[CH:3][C:2]([NH:1][S:34]([C:29]3[CH:30]=[CH:31][CH:32]=[CH:33][C:28]=3[N+:25]([O-:27])=[O:26])(=[O:35])=[O:36])=[CH:7][CH:6]=2)[C:14](=[O:15])[CH2:13]1.